Predict the reactants needed to synthesize the given product. From a dataset of Full USPTO retrosynthesis dataset with 1.9M reactions from patents (1976-2016). Given the product [O:21]=[C:15]1[CH:14]([N:7]2[C:6](=[O:22])[C:5]3[C:9](=[CH:10][CH:11]=[CH:12][C:4]=3[CH2:3][NH:2][C:42](=[O:43])[CH2:41][C:37]3[CH:38]=[CH:39][CH:40]=[C:35]([F:34])[CH:36]=3)[C:8]2=[O:13])[CH2:19][CH2:18][C:17](=[O:20])[NH:16]1, predict the reactants needed to synthesize it. The reactants are: Cl.[NH2:2][CH2:3][C:4]1[CH:12]=[CH:11][CH:10]=[C:9]2[C:5]=1[C:6](=[O:22])[N:7]([CH:14]1[CH2:19][CH2:18][C:17](=[O:20])[NH:16][C:15]1=[O:21])[C:8]2=[O:13].N12CCCN=C1CCCCC2.[F:34][C:35]1[CH:36]=[C:37]([CH2:41][C:42](O)=[O:43])[CH:38]=[CH:39][CH:40]=1.Cl.CN(C)CCCN=C=NCC.